The task is: Binary Classification. Given a miRNA mature sequence and a target amino acid sequence, predict their likelihood of interaction.. This data is from Experimentally validated miRNA-target interactions with 360,000+ pairs, plus equal number of negative samples. (1) The miRNA is hsa-miR-4526 with sequence GCUGACAGCAGGGCUGGCCGCU. The protein sequence of the target gene is MGDMKTPDFDDLLAAFDIPDPTSLDAKEAIQAPSEENESPLKSSGMCIDENVSLSHSGSAPDVPAVSVIVKNTSRQESFEAEKDHIAPSLLHNGFRGSDLPPDSHHCGKFDSTFINGDSARSFTSKLEPSKSEPLPTFNQFSPISSPEPEDPVKDNGFGIKSKHSDSYFPPPPGTVGGPVLEALSKFPVPELHMFDHFCKKEPKPEPLPLESQQEHEQGGQKVVEPHKDLDSSRFFGEALEFNSHPSNSIGEPKKLAPELSACSSVPPRQRLKPAHSKLSSCVAALVALQAKRVANVTKE.... Result: 0 (no interaction). (2) The miRNA is hsa-miR-892c-3p with sequence CACUGUUUCCUUUCUGAGUGGA. The protein sequence of the target gene is MHLSAVFNALLVSVLAAVLWKHVRLREHAATLEEELALGQQSLDPVLGLKIDYPKALQILMEGGTHMVCTGRTHTDRICRFKWLCYSNEAEEFIFFHGNSSVMLPNLGSRRFQPALLDLSTVEDHNAQYFNFVELPAAALRFMPKPVFVPDVALIANRFNPDNLMHVFHDDLLPLFYTLRQFPGLAQEARLFFMEGWGEGAHFDLYKLLSPKQPLLRAQLKTLGRLLCFSHAFVGLSKVTTWYQYGFVQPQGPKANILVSGNEIRQFTRFMTERLNVSHAGAPLGEEYILVFSRTQNRLI.... Result: 0 (no interaction). (3) The miRNA is hsa-miR-522-5p with sequence CUCUAGAGGGAAGCGCUUUCUG. The protein sequence of the target gene is MAVRPGLWPALLGIVLTAWLRGSGAQQSATVANPVPGANPDLLPHFLVEPEDVYIVKNKPVLLVCKAVPATQIFFKCNGEWVRQVDHVIERSTDGSSGLPTMEVRINVSRQQVEKVFGLEEYWCQCVAWSSSGTTKSQKAYIRIAYLRKNFEQEPLAKEVSLEQGIVLPCRPPEGIPPAEVEWLRNEDLVDPSLDPNVYITREHSLVVRQARLADTANYTCVAKNIVARRRSASAAVIVYVNGGWSTWTEWSVCSASCGRGWQKRSRSCTNPAPLNGGAFCEGQNVQKTACATLCPVDGS.... Result: 0 (no interaction). (4) The miRNA is hsa-miR-6824-5p with sequence GUAGGGGAGGUUGGGCCAGGGA. Result: 0 (no interaction). The protein sequence of the target gene is MSSSSSWRRAATVMLAAGWTHSSPAGFRLLLLQRAQNQRFLPGAHVFPGGVLDAADSSPDWVRLFAPRHTPPRFGLGPEPPRQPPFPGLSHGDADPAALPDDVALRICAIREAFEEAGVLLLRPRDAAPASQEPSQALSPPAGLAEWRSRVRSDPRCFLQLCAHLDCTPDIWALHDWGGWLTPYGRTIRRFDTTFFLCCLRDIPRVEPDVAEVVGYQWLSPSEATECFLSKEIWLAPPQFYEMRRLENFASLSALYRFCSDRPSEVPEKWLPIILLTSDGTIHLLPGDELYVKDSDFLEK.... (5) Result: 0 (no interaction). The miRNA is mmu-miR-742-3p with sequence GAAAGCCACCAUGCUGGGUAAA. The protein sequence of the target gene is MAAMASLGALALLLLSSLSRCSAEACLEPQITPSYYTTSDAVISTETVFIVEISLTCKNRVQNMALYADVGGKQFPVTRGQDVGRYQVSWSLDHKSAHAGTYEVRFFDEESYSLLRKAQRNNEDISIIPPLFTVSVDHRGTWNGPWVSTEVLAAAIGLVIYYLAFSAKSHIQA. (6) The miRNA is hsa-miR-4690-5p with sequence GAGCAGGCGAGGCUGGGCUGAA. The protein sequence of the target gene is MDESALLDLLECPVCLERLDASAKVLPCQHTFCKRCLLGIVGSRNELRCPECRTLVGSGVEELPSNILLVRLLDGIKQRPWKPGPGGGSGTNCTNALRSQSSTVANCSSKDLQSSQGGQQPRVQSWSPPVRGIPQLPCAKALYNYEGKEPGDLKFSKGDIIILRRQVDENWYHGEVNGIHGFFPTNFVQIIKPLPQPPPQCKALYDFEVKDKEADKDCLPFAKDDVLTVIRRVDENWAEGMLADKIGIFPISYVEFNSAAKQLIEWDKPPVPGVDAGECSSAAAQSSTAPKHSDTKKNTK.... Result: 1 (interaction). (7) The miRNA is hsa-miR-490-3p with sequence CAACCUGGAGGACUCCAUGCUG. The protein sequence of the target gene is MYSPLCLTQDEFHPFIEALLPHVRAFAYTWFNLQARKRKYFKKHEKRMSKEEERAVKDELLSEKPEVKQKWASRLLAKLRKDIRPEYREDFVLTVTGKKPPCCVLSNPDQKGKMRRIDCLRQADKVWRLDLVMVILFKGIPLESTDGERLVKSPQCSNPGLCVQPHHIGVSVKELDLYLAYFVHAADSSQSESPSQPSDADIKDQPENGHLGFQDSFVTSGVFSVTELVRVSQTPIAAGTGPNFSLSDLESSSYYSMSPGAMRRSLPSTSSTSSTKRLKSVEDEMDSPGEEPFYTGQGRS.... Result: 0 (no interaction).